From a dataset of Forward reaction prediction with 1.9M reactions from USPTO patents (1976-2016). Predict the product of the given reaction. Given the reactants [Cl:1][C:2]1[CH:3]=[C:4]([NH:9][C:10]2[N:15]=[C:14]([N:16]3[CH2:21][CH2:20][O:19][CH2:18][CH2:17]3)[C:13]([C:22]([OH:24])=O)=[CH:12][N:11]=2)[CH:5]=[CH:6][C:7]=1[F:8].F[P-](F)(F)(F)(F)F.[N:32]1(O[P+](N(C)C)(N(C)C)N(C)C)[C:36]2[CH:37]=[CH:38][CH:39]=[CH:40][C:35]=2[N:34]=N1.CCN(CC)CC.C1(N)C=CC=CC=1N, predict the reaction product. The product is: [NH2:32][C:36]1[CH:37]=[CH:38][CH:39]=[CH:40][C:35]=1[NH:34][C:22]([C:13]1[C:14]([N:16]2[CH2:17][CH2:18][O:19][CH2:20][CH2:21]2)=[N:15][C:10]([NH:9][C:4]2[CH:5]=[CH:6][C:7]([F:8])=[C:2]([Cl:1])[CH:3]=2)=[N:11][CH:12]=1)=[O:24].